This data is from Full USPTO retrosynthesis dataset with 1.9M reactions from patents (1976-2016). The task is: Predict the reactants needed to synthesize the given product. (1) Given the product [F:18][C:19]1[CH:26]=[CH:25][CH:24]=[CH:23][C:20]=1[CH2:21][N:9]1[C:10]2[C:6](=[CH:5][C:4]([N+:1]([O-:3])=[O:2])=[CH:12][CH:11]=2)[CH:7]=[C:8]1[C:13]([O:15][CH2:16][CH3:17])=[O:14], predict the reactants needed to synthesize it. The reactants are: [N+:1]([C:4]1[CH:5]=[C:6]2[C:10](=[CH:11][CH:12]=1)[NH:9][C:8]([C:13]([O:15][CH2:16][CH3:17])=[O:14])=[CH:7]2)([O-:3])=[O:2].[F:18][C:19]1[CH:26]=[CH:25][CH:24]=[CH:23][C:20]=1[CH2:21]Br. (2) Given the product [NH2:1][C:2]1[N:3]=[CH:4][C:5]([C:8]2[CH:13]=[CH:12][C:11]([C:14]3[C:15]([C:20]([NH:30][CH:24]4[CH2:29][CH2:28][CH2:27][CH2:26][CH2:25]4)=[O:21])=[CH:16][CH:17]=[CH:18][CH:19]=3)=[CH:10][C:9]=2[F:23])=[N:6][CH:7]=1, predict the reactants needed to synthesize it. The reactants are: [NH2:1][C:2]1[CH:7]=[N:6][C:5]([C:8]2[CH:13]=[CH:12][C:11]([C:14]3[C:15]([C:20](O)=[O:21])=[CH:16][CH:17]=[CH:18][CH:19]=3)=[CH:10][C:9]=2[F:23])=[CH:4][N:3]=1.[CH:24]1([NH2:30])[CH2:29][CH2:28][CH2:27][CH2:26][CH2:25]1.